Predict the product of the given reaction. From a dataset of Forward reaction prediction with 1.9M reactions from USPTO patents (1976-2016). (1) Given the reactants [NH2:1][C:2]1[CH:10]=[CH:9][C:5]([C:6](O)=O)=[CH:4][CH:3]=1.[NH2:11][C:12]1[CH:17]=[C:16]([C:18]([F:21])([F:20])[F:19])[CH:15]=[CH:14][C:13]=1[SH:22], predict the reaction product. The product is: [F:21][C:18]([F:19])([F:20])[C:16]1[CH:15]=[CH:14][C:13]2[S:22][C:6]([C:5]3[CH:9]=[CH:10][C:2]([NH2:1])=[CH:3][CH:4]=3)=[N:11][C:12]=2[CH:17]=1. (2) Given the reactants Cl[C:2]1[N:7]=[C:6]([C:8]([F:11])([F:10])[F:9])[C:5]([C:12]([O:14][CH3:15])=[O:13])=[CH:4][N:3]=1.[Cl:16][C:17]1[CH:23]=[C:22]([Cl:24])[CH:21]=[CH:20][C:18]=1[NH2:19], predict the reaction product. The product is: [Cl:16][C:17]1[CH:23]=[C:22]([Cl:24])[CH:21]=[CH:20][C:18]=1[NH:19][C:2]1[N:7]=[C:6]([C:8]([F:11])([F:10])[F:9])[C:5]([C:12]([O:14][CH3:15])=[O:13])=[CH:4][N:3]=1.